From a dataset of Full USPTO retrosynthesis dataset with 1.9M reactions from patents (1976-2016). Predict the reactants needed to synthesize the given product. (1) Given the product [F:7][C:8]1[CH:9]=[C:10]([CH:11]=[C:12]([F:15])[C:13]=1[F:14])[O:16][C:18]([F:25])([F:24])[C:19]([O:21][CH2:22][CH3:23])=[O:20], predict the reactants needed to synthesize it. The reactants are: C(=O)([O-])[O-].[K+].[K+].[F:7][C:8]1[CH:9]=[C:10]([OH:16])[CH:11]=[C:12]([F:15])[C:13]=1[F:14].Br[C:18]([F:25])([F:24])[C:19]([O:21][CH2:22][CH3:23])=[O:20].O. (2) Given the product [Br:1][C:2]1[CH:3]=[C:4]2[C:9](=[CH:10][CH:11]=1)[N:8]=[C:7]([NH:21][CH2:20][C:19]1[CH:22]=[CH:23][C:16]([O:15][CH3:14])=[CH:17][CH:18]=1)[C:6]([I:13])=[CH:5]2, predict the reactants needed to synthesize it. The reactants are: [Br:1][C:2]1[CH:3]=[C:4]2[C:9](=[CH:10][CH:11]=1)[N:8]=[C:7](Cl)[C:6]([I:13])=[CH:5]2.[CH3:14][O:15][C:16]1[CH:23]=[CH:22][C:19]([CH2:20][NH2:21])=[CH:18][CH:17]=1.O. (3) Given the product [Br:1][C:2]1[CH:7]=[CH:6][C:5]([NH:8][C:9]2[C:10]([C:19]([NH:21][O:22][CH2:23][CH2:24][OH:25])=[O:20])=[CH:11][C:12]3[O:16][CH:15]=[N:14][C:13]=3[C:17]=2[F:18])=[C:4]([Cl:28])[CH:3]=1, predict the reactants needed to synthesize it. The reactants are: [Br:1][C:2]1[CH:7]=[CH:6][C:5]([NH:8][C:9]2[C:10]([C:19]([NH:21][O:22][CH2:23][CH2:24][O:25]C=C)=[O:20])=[CH:11][C:12]3[O:16][CH:15]=[N:14][C:13]=3[C:17]=2[F:18])=[C:4]([Cl:28])[CH:3]=1.Cl. (4) Given the product [F:1][C:2]1[CH:36]=[CH:35][C:5]([CH2:6][C:7]2[S:11][C:10]([NH:12][C:13]([C:15]3[CH:20]=[CH:19][C:18]([CH:21]4[CH2:22][CH2:23][CH:24]([CH2:27][C:28]([OH:30])=[O:29])[CH2:25][CH2:26]4)=[CH:17][CH:16]=3)=[O:14])=[N:9][N:8]=2)=[CH:4][CH:3]=1, predict the reactants needed to synthesize it. The reactants are: [F:1][C:2]1[CH:36]=[CH:35][C:5]([CH2:6][C:7]2[S:11][C:10]([NH:12][C:13]([C:15]3[CH:20]=[CH:19][C:18]([CH:21]4[CH2:26][CH2:25][CH:24]([CH2:27][C:28]([O:30]C(C)(C)C)=[O:29])[CH2:23][CH2:22]4)=[CH:17][CH:16]=3)=[O:14])=[N:9][N:8]=2)=[CH:4][CH:3]=1.FC(F)(F)C(O)=O.